From a dataset of Catalyst prediction with 721,799 reactions and 888 catalyst types from USPTO. Predict which catalyst facilitates the given reaction. Reactant: [CH3:1][I:2].[CH3:3][CH:4]1[C:13]2[C:8](=[CH:9][CH:10]=[CH:11][CH:12]=2)[NH:7][C:6](=[S:14])[NH:5]1. Product: [IH:2].[CH3:3][CH:4]1[C:13]2[C:8](=[CH:9][CH:10]=[CH:11][CH:12]=2)[N:7]=[C:6]([S:14][CH3:1])[NH:5]1. The catalyst class is: 21.